This data is from Full USPTO retrosynthesis dataset with 1.9M reactions from patents (1976-2016). The task is: Predict the reactants needed to synthesize the given product. (1) Given the product [C:1]([O:5][C:6]([N:8]1[CH2:9][CH2:10][CH:11]([C:14]2[CH:19]=[CH:18][C:17]([Cl:20])=[CH:16][C:15]=2[C:21]([O:23][CH3:24])=[O:22])[CH2:12][CH2:13]1)=[O:7])([CH3:4])([CH3:3])[CH3:2], predict the reactants needed to synthesize it. The reactants are: [C:1]([O:5][C:6]([N:8]1[CH2:13][CH:12]=[C:11]([C:14]2[CH:19]=[CH:18][C:17]([Cl:20])=[CH:16][C:15]=2[C:21]([O:23][CH3:24])=[O:22])[CH2:10][CH2:9]1)=[O:7])([CH3:4])([CH3:3])[CH3:2].[H][H]. (2) Given the product [CH2:1]([C:8]1[C:13]2[O:14][CH:15]([CH3:19])[C:16](=[O:18])[NH:17][C:12]=2[CH:11]=[C:10]([CH2:20][N:35]2[CH2:34][CH2:33][N:32]([C:29]3[CH:28]=[CH:27][C:26]([C:25]([NH:24][CH2:22][CH3:23])=[O:38])=[CH:31][CH:30]=3)[CH2:37][CH2:36]2)[CH:9]=1)[C:2]1[CH:3]=[CH:4][CH:5]=[CH:6][CH:7]=1, predict the reactants needed to synthesize it. The reactants are: [CH2:1]([C:8]1[C:13]2[O:14][CH:15]([CH3:19])[C:16](=[O:18])[NH:17][C:12]=2[CH:11]=[C:10]([CH:20]=O)[CH:9]=1)[C:2]1[CH:7]=[CH:6][CH:5]=[CH:4][CH:3]=1.[CH2:22]([NH:24][C:25](=[O:38])[C:26]1[CH:31]=[CH:30][C:29]([N:32]2[CH2:37][CH2:36][NH:35][CH2:34][CH2:33]2)=[CH:28][CH:27]=1)[CH3:23]. (3) The reactants are: [F:1][C:2]1[CH:7]=[CH:6][C:5]([NH:8][C:9]2[C:18]3[C:13](=[CH:14][C:15]([O:20][CH3:21])=[C:16]([OH:19])[CH:17]=3)[N:12]=[CH:11][N:10]=2)=[CH:4][CH:3]=1.C([O-])([O-])=O.[K+].[K+].Br[CH2:29][CH2:30][CH2:31][Cl:32].O. Given the product [F:1][C:2]1[CH:3]=[CH:4][C:5]([NH:8][C:9]2[C:18]3[C:13](=[CH:14][C:15]([O:20][CH3:21])=[C:16]([O:19][CH2:29][CH2:30][CH2:31][Cl:32])[CH:17]=3)[N:12]=[CH:11][N:10]=2)=[CH:6][CH:7]=1, predict the reactants needed to synthesize it.